This data is from Forward reaction prediction with 1.9M reactions from USPTO patents (1976-2016). The task is: Predict the product of the given reaction. (1) Given the reactants [NH:1]([C:3]1[N:4]=[C:5]2[CH:25]=[C:24]([CH3:26])[CH:23]=[N:22][C:6]2=[N:7][C:8]=1[N:9]1[CH2:12][CH:11]([N:13]([CH3:21])[C:14](=[O:20])[O:15][C:16]([CH3:19])([CH3:18])[CH3:17])[CH2:10]1)[NH2:2].[CH:27](OC)(OC)OC, predict the reaction product. The product is: [CH3:21][N:13]([CH:11]1[CH2:10][N:9]([C:8]2[C:3]3[N:4]([CH:27]=[N:2][N:1]=3)[C:5]3[CH:25]=[C:24]([CH3:26])[CH:23]=[N:22][C:6]=3[N:7]=2)[CH2:12]1)[C:14](=[O:20])[O:15][C:16]([CH3:19])([CH3:18])[CH3:17]. (2) Given the reactants Cl[C:2]1[N:7]=[C:6]([C:8]2[CH:9]=[CH:10][C:11]([O:16][CH:17]3[CH2:22][CH2:21][O:20][CH2:19][CH2:18]3)=[C:12]([CH:15]=2)[C:13]#[N:14])[CH:5]=[CH:4][N:3]=1.[NH2:23][C:24]1[CH:40]=[CH:39][C:27]([O:28][CH2:29][CH2:30][NH:31][C:32](=[O:38])[O:33][C:34]([CH3:37])([CH3:36])[CH3:35])=[C:26]([O:41][CH3:42])[CH:25]=1, predict the reaction product. The product is: [C:13]([C:12]1[CH:15]=[C:8]([C:6]2[CH:5]=[CH:4][N:3]=[C:2]([NH:23][C:24]3[CH:40]=[CH:39][C:27]([O:28][CH2:29][CH2:30][NH:31][C:32](=[O:38])[O:33][C:34]([CH3:37])([CH3:36])[CH3:35])=[C:26]([O:41][CH3:42])[CH:25]=3)[N:7]=2)[CH:9]=[CH:10][C:11]=1[O:16][CH:17]1[CH2:22][CH2:21][O:20][CH2:19][CH2:18]1)#[N:14]. (3) Given the reactants [Br:1][C:2]1[CH:7]=[CH:6][C:5]([C:8]2[N:9]=[N:10][NH:11][N:12]=2)=[CH:4][C:3]=1[CH3:13].[CH3:14][Si](C=[N+]=[N-])(C)C.O, predict the reaction product. The product is: [Br:1][C:2]1[CH:7]=[CH:6][C:5]([C:8]2[N:9]=[N:10][N:11]([CH3:14])[N:12]=2)=[CH:4][C:3]=1[CH3:13]. (4) The product is: [CH2:1]([C:3]1[C:8]([C:9]2[S:10][C:11]([C:14]3[CH:19]=[CH:18][C:17]([O:20][CH:21]([CH3:23])[CH3:22])=[C:16]([C:24]([F:27])([F:26])[F:25])[CH:15]=3)=[N:12][N:13]=2)=[CH:7][CH:6]=[CH:5][C:4]=1[CH2:28][N:29]1[CH2:30][CH2:31][CH:32]([C:35]([OH:37])=[O:36])[CH2:33][CH2:34]1)[CH3:2]. Given the reactants [CH2:1]([C:3]1[C:8]([C:9]2[S:10][C:11]([C:14]3[CH:19]=[CH:18][C:17]([O:20][CH:21]([CH3:23])[CH3:22])=[C:16]([C:24]([F:27])([F:26])[F:25])[CH:15]=3)=[N:12][N:13]=2)=[CH:7][CH:6]=[CH:5][C:4]=1[CH2:28][N:29]1[CH2:34][CH2:33][CH:32]([C:35]([O:37]CC)=[O:36])[CH2:31][CH2:30]1)[CH3:2].[OH-].[Na+].Cl, predict the reaction product. (5) Given the reactants [CH2:1]([O:8][C:9]1[CH:14]=[CH:13][C:12]([C:15]2[N:19]=[C:18]([CH2:20]O)[S:17][N:16]=2)=[CH:11][CH:10]=1)[C:2]1[CH:7]=[CH:6][CH:5]=[CH:4][CH:3]=1.P(Br)(Br)[Br:23].O, predict the reaction product. The product is: [CH2:1]([O:8][C:9]1[CH:14]=[CH:13][C:12]([C:15]2[N:19]=[C:18]([CH2:20][Br:23])[S:17][N:16]=2)=[CH:11][CH:10]=1)[C:2]1[CH:7]=[CH:6][CH:5]=[CH:4][CH:3]=1. (6) Given the reactants [C:1]([O:5][C:6]([C@@H:8]1[CH2:12][CH2:11][C:10](=[O:13])[NH:9]1)=[O:7])([CH3:4])([CH3:3])[CH3:2].CN(C)C=O.[Cl:19][C:20]1[C:21](F)=[N:22][CH:23]=[C:24]([C:26]([F:29])([F:28])[F:27])[CH:25]=1, predict the reaction product. The product is: [C:1]([O:5][C:6]([C@@H:8]1[CH2:12][CH2:11][C:10](=[O:13])[N:9]1[C:21]1[C:20]([Cl:19])=[CH:25][C:24]([C:26]([F:29])([F:27])[F:28])=[CH:23][N:22]=1)=[O:7])([CH3:4])([CH3:2])[CH3:3]. (7) The product is: [C:36]([NH:1][C@@H:2]([CH2:17][C:18]1[C:26]2[C:21](=[CH:22][CH:23]=[CH:24][CH:25]=2)[NH:20][CH:19]=1)[C:3]([NH:5][C@H:6]([CH2:10][S:11][S:12][C:13]([CH3:14])([CH3:16])[CH3:15])[C:7]([OH:9])=[O:8])=[O:4])(=[O:38])[CH3:37]. Given the reactants [NH2:1][C@@H:2]([CH2:17][C:18]1[C:26]2[C:21](=[CH:22][CH:23]=[CH:24][CH:25]=2)[NH:20][CH:19]=1)[C:3]([NH:5][C@H:6]([CH2:10][S:11][S:12][C:13]([CH3:16])([CH3:15])[CH3:14])[C:7]([OH:9])=[O:8])=[O:4].C(N(C(C)C)C(C)C)C.[C:36](OC(=O)C)(=[O:38])[CH3:37], predict the reaction product. (8) Given the reactants Br[CH2:2][CH2:3]Br.[Br:5][C:6]1[CH:11]=[C:10]([Cl:12])[CH:9]=[C:8]([OH:13])[C:7]=1[OH:14].[OH-].[Na+], predict the reaction product. The product is: [Br:5][C:6]1[C:7]2[O:14][CH2:3][CH2:2][O:13][C:8]=2[CH:9]=[C:10]([Cl:12])[CH:11]=1. (9) Given the reactants [CH2:1]([NH:4][C:5]1[C:9]2[CH:10]=[CH:11][CH:12]=[CH:13][C:8]=2[S:7][C:6]=1[C:14]([O:16]C)=[O:15])[CH2:2][CH3:3].[OH-].[Li+:19], predict the reaction product. The product is: [CH2:1]([NH:4][C:5]1[C:9]2[CH:10]=[CH:11][CH:12]=[CH:13][C:8]=2[S:7][C:6]=1[C:14]([O-:16])=[O:15])[CH2:2][CH3:3].[Li+:19].